From a dataset of Retrosynthesis with 50K atom-mapped reactions and 10 reaction types from USPTO. Predict the reactants needed to synthesize the given product. The reactants are: N#Cc1c(Cl)nc(SCc2csc(-c3ccc(Cl)cc3)n2)c(C#N)c1-c1ccc(OCCO)cc1.NCCF. Given the product N#Cc1c(NCCF)nc(SCc2csc(-c3ccc(Cl)cc3)n2)c(C#N)c1-c1ccc(OCCO)cc1, predict the reactants needed to synthesize it.